Task: Regression. Given two drug SMILES strings and cell line genomic features, predict the synergy score measuring deviation from expected non-interaction effect.. Dataset: NCI-60 drug combinations with 297,098 pairs across 59 cell lines (1) Drug 1: C1CN1P(=S)(N2CC2)N3CC3. Drug 2: CCN(CC)CCNC(=O)C1=C(NC(=C1C)C=C2C3=C(C=CC(=C3)F)NC2=O)C. Cell line: A549. Synergy scores: CSS=26.8, Synergy_ZIP=-7.72, Synergy_Bliss=-1.32, Synergy_Loewe=-0.299, Synergy_HSA=-0.529. (2) Drug 1: CC1C(C(CC(O1)OC2CC(OC(C2O)C)OC3=CC4=CC5=C(C(=O)C(C(C5)C(C(=O)C(C(C)O)O)OC)OC6CC(C(C(O6)C)O)OC7CC(C(C(O7)C)O)OC8CC(C(C(O8)C)O)(C)O)C(=C4C(=C3C)O)O)O)O. Drug 2: C1=NC2=C(N1)C(=S)N=CN2. Cell line: OVCAR3. Synergy scores: CSS=54.5, Synergy_ZIP=-3.02, Synergy_Bliss=-2.24, Synergy_Loewe=-4.86, Synergy_HSA=0.593. (3) Drug 1: CC1=CC=C(C=C1)C2=CC(=NN2C3=CC=C(C=C3)S(=O)(=O)N)C(F)(F)F. Drug 2: C1=NC2=C(N=C(N=C2N1C3C(C(C(O3)CO)O)O)F)N. Cell line: SK-OV-3. Synergy scores: CSS=8.69, Synergy_ZIP=-5.40, Synergy_Bliss=-0.440, Synergy_Loewe=-11.2, Synergy_HSA=-2.18. (4) Drug 1: CC1=C2C(C(=O)C3(C(CC4C(C3C(C(C2(C)C)(CC1OC(=O)C(C(C5=CC=CC=C5)NC(=O)OC(C)(C)C)O)O)OC(=O)C6=CC=CC=C6)(CO4)OC(=O)C)OC)C)OC. Drug 2: CCN(CC)CCCC(C)NC1=C2C=C(C=CC2=NC3=C1C=CC(=C3)Cl)OC. Cell line: UACC-257. Synergy scores: CSS=47.0, Synergy_ZIP=9.73, Synergy_Bliss=11.8, Synergy_Loewe=5.09, Synergy_HSA=12.5. (5) Drug 1: C1CCC(C(C1)N)N.C(=O)(C(=O)[O-])[O-].[Pt+4]. Drug 2: CC1CCCC2(C(O2)CC(NC(=O)CC(C(C(=O)C(C1O)C)(C)C)O)C(=CC3=CSC(=N3)C)C)C. Cell line: SK-MEL-2. Synergy scores: CSS=42.9, Synergy_ZIP=-3.68, Synergy_Bliss=-7.31, Synergy_Loewe=-6.72, Synergy_HSA=-1.31.